This data is from Reaction yield outcomes from USPTO patents with 853,638 reactions. The task is: Predict the reaction yield, written as a fraction of the theoretical maximum amount of product (1.0 means a 100% yield; for example, 0.34 means a 34% yield). The reactants are [CH3:1][C:2]1[CH:7]=[CH:6][N:5]=[CH:4][C:3]=1[N:8]1[CH2:12][CH2:11][NH:10][C:9]1=[O:13].Br[C:15]1[CH:16]=[N:17][S:18][CH:19]=1.N[C@@H]1CCCC[C@H]1N.P([O-])([O-])([O-])=O.[K+].[K+].[K+]. The catalyst is [Cu](I)I.O1CCOCC1. The product is [S:18]1[CH:19]=[C:15]([N:10]2[CH2:11][CH2:12][N:8]([C:3]3[CH:4]=[N:5][CH:6]=[CH:7][C:2]=3[CH3:1])[C:9]2=[O:13])[CH:16]=[N:17]1. The yield is 0.545.